Dataset: Forward reaction prediction with 1.9M reactions from USPTO patents (1976-2016). Task: Predict the product of the given reaction. Given the reactants [Cl:1][C:2]1[N:6]2[CH:7]=[CH:8][CH:9]=[CH:10][C:5]2=[N:4][C:3]=1[NH:11][S:12]([C:15]1[CH:16]=[N:17][C:18]([N:21]2[CH2:26][CH2:25][O:24][CH2:23][CH2:22]2)=[CH:19][CH:20]=1)(=[O:14])=[O:13].C([O-])([O-])=O.[Na+].[Na+].[F:33][C:34]1[CH:41]=[CH:40][C:37]([CH2:38]Br)=[CH:36][C:35]=1[C:42]([F:45])([F:44])[F:43], predict the reaction product. The product is: [Cl:1][C:2]1[N:6]2[CH:7]=[CH:8][CH:9]=[CH:10][C:5]2=[N:4][C:3]=1[N:11]([CH2:38][C:37]1[CH:40]=[CH:41][C:34]([F:33])=[C:35]([C:42]([F:45])([F:43])[F:44])[CH:36]=1)[S:12]([C:15]1[CH:16]=[N:17][C:18]([N:21]2[CH2:26][CH2:25][O:24][CH2:23][CH2:22]2)=[CH:19][CH:20]=1)(=[O:14])=[O:13].